From a dataset of Peptide-MHC class II binding affinity with 134,281 pairs from IEDB. Regression. Given a peptide amino acid sequence and an MHC pseudo amino acid sequence, predict their binding affinity value. This is MHC class II binding data. (1) The peptide sequence is VHTGDQHQVGNETQG. The MHC is DRB5_0101 with pseudo-sequence DRB5_0101. The binding affinity (normalized) is 0. (2) The peptide sequence is RVPLTSNNGIKQQGI. The MHC is DRB1_0701 with pseudo-sequence DRB1_0701. The binding affinity (normalized) is 0.377. (3) The peptide sequence is PSFAGLRPTFDTRLM. The MHC is DRB1_0405 with pseudo-sequence DRB1_0405. The binding affinity (normalized) is 0.628. (4) The peptide sequence is YKRTDIVEVDRDTAR. The MHC is DRB1_0404 with pseudo-sequence DRB1_0404. The binding affinity (normalized) is 0.213. (5) The binding affinity (normalized) is 0.622. The peptide sequence is SPSLWDIEFAKQLASV. The MHC is DRB1_0101 with pseudo-sequence DRB1_0101.